Dataset: Full USPTO retrosynthesis dataset with 1.9M reactions from patents (1976-2016). Task: Predict the reactants needed to synthesize the given product. (1) Given the product [Br:15][C:7]1[C:6]2[NH:5][C:4](=[O:14])[CH2:3][C:2]3([CH3:1])[CH2:13][NH:12][C:10]([C:11]=23)=[CH:9][CH:8]=1, predict the reactants needed to synthesize it. The reactants are: [CH3:1][C:2]12[CH2:13][NH:12][C:10]3[C:11]1=[C:6]([CH:7]=[CH:8][CH:9]=3)[NH:5][C:4](=[O:14])[CH2:3]2.[Br:15]N1C(=O)CCC1=O. (2) Given the product [CH2:1]([C:5]1[O:6][C:7]2[CH:34]=[CH:33][CH:32]=[CH:31][C:8]=2[C:9]=1[C:10]1[O:11][C:12]([C:15]2[CH:16]=[C:17]3[C:22](=[CH:23][CH:24]=2)[CH:21]=[C:20]([O:25][CH2:26][C:27]([OH:29])=[O:28])[CH:19]=[CH:18]3)=[CH:13][N:14]=1)[CH2:2][CH2:3][CH3:4], predict the reactants needed to synthesize it. The reactants are: [CH2:1]([C:5]1[O:6][C:7]2[CH:34]=[CH:33][CH:32]=[CH:31][C:8]=2[C:9]=1[C:10]1[O:11][C:12]([C:15]2[CH:16]=[C:17]3[C:22](=[CH:23][CH:24]=2)[CH:21]=[C:20]([O:25][CH2:26][C:27]([O:29]C)=[O:28])[CH:19]=[CH:18]3)=[CH:13][N:14]=1)[CH2:2][CH2:3][CH3:4].[OH-].[Na+].Cl. (3) Given the product [NH2:14][C:13]1[O:29][C:28]2[N:24]([CH3:23])[N:25]=[C:26]([C:30]3[CH:35]=[CH:34][CH:33]=[CH:32][CH:31]=3)[C:27]=2[CH:9]([C:6]2[CH:7]=[CH:8][C:3]([O:2][CH3:1])=[CH:4][CH:5]=2)[C:12]=1[C:11]#[N:15], predict the reactants needed to synthesize it. The reactants are: [CH3:1][O:2][C:3]1[CH:4]=[CH:5][C:6]([CH:9]=O)=[CH:7][CH:8]=1.[C:11](#[N:15])[CH2:12][C:13]#[N:14].C(N(CC)CC)C.[CH3:23][N:24]1[C:28](=[O:29])[CH2:27][C:26]([C:30]2[CH:35]=[CH:34][CH:33]=[CH:32][CH:31]=2)=[N:25]1. (4) Given the product [F:8][C:9]1[CH:14]=[CH:13][C:12]([CH2:15][C:16]([CH:3]2[C:4](=[O:7])[CH2:5][CH2:6][S:1][CH2:2]2)=[O:17])=[CH:11][CH:10]=1, predict the reactants needed to synthesize it. The reactants are: [S:1]1[CH2:6][CH2:5][C:4](=[O:7])[CH2:3][CH2:2]1.[F:8][C:9]1[CH:14]=[CH:13][C:12]([CH2:15][C:16](Cl)=[O:17])=[CH:11][CH:10]=1. (5) Given the product [CH:8]12[CH2:1][CH:9]1[CH2:10][CH:6]([CH2:11][CH:12]([C:17]1[CH:22]=[CH:21][C:20]([S:23]([CH3:26])(=[O:25])=[O:24])=[CH:19][CH:18]=1)[C:13]([OH:15])=[O:14])[CH2:7]2, predict the reactants needed to synthesize it. The reactants are: [CH2:1]([Zn]CC)C.[CH:6]1([CH2:11][CH:12]([C:17]2[CH:22]=[CH:21][C:20]([S:23]([CH3:26])(=[O:25])=[O:24])=[CH:19][CH:18]=2)[C:13]([O:15]C)=[O:14])[CH2:10][CH:9]=[CH:8][CH2:7]1.ICI.[Cl-].[NH4+]. (6) Given the product [Cl:1][C:2]1[CH:7]=[C:6]([O:8][CH3:9])[CH:5]=[C:4]([Cl:10])[C:3]=1[N:23]1[CH2:22][CH2:21][N:20]([C:16]2[CH:17]=[CH:18][CH:19]=[C:14]([C:13]([F:26])([F:27])[F:12])[CH:15]=2)[CH2:25][CH2:24]1, predict the reactants needed to synthesize it. The reactants are: [Cl:1][C:2]1[CH:7]=[C:6]([O:8][CH3:9])[CH:5]=[C:4]([Cl:10])[C:3]=1Br.[F:12][C:13]([F:27])([F:26])[C:14]1[CH:19]=[CH:18][CH:17]=[C:16]([N:20]2[CH2:25][CH2:24][NH:23][CH2:22][CH2:21]2)[CH:15]=1.C1(OP(C2C=CC3C(=CC=CC=3)C=2C2C3C(=CC=CC=3)C=CC=2P(OC2C=CC=CC=2)(OC2C=CC=CC=2)=O)(OC2C=CC=CC=2)=O)C=CC=CC=1.CC(C)([O-])C.[Na+]. (7) The reactants are: C([O:3][C:4](=[O:23])/[CH:5]=[CH:6]/[C:7]([N:9]1[C:14]2[CH:15]=[CH:16][C:17]([Cl:19])=[CH:18][C:13]=2[O:12][CH:11]([CH:20]([CH3:22])[CH3:21])[CH2:10]1)=[O:8])C.[OH-].[Na+].Cl. Given the product [Cl:19][C:17]1[CH:16]=[CH:15][C:14]2[N:9]([C:7](=[O:8])/[CH:6]=[CH:5]/[C:4]([OH:23])=[O:3])[CH2:10][CH:11]([CH:20]([CH3:22])[CH3:21])[O:12][C:13]=2[CH:18]=1, predict the reactants needed to synthesize it.